This data is from Forward reaction prediction with 1.9M reactions from USPTO patents (1976-2016). The task is: Predict the product of the given reaction. (1) Given the reactants [F:1][C:2]([F:19])([F:18])[C:3]1[CH:4]=[C:5]([CH:15]=[CH:16][CH:17]=1)[O:6][C:7]1[CH:12]=[CH:11][C:10]([CH2:13][OH:14])=[CH:9][CH:8]=1.Cl[C:21]1[CH:31]=[C:25]2[N:26]([CH3:30])[CH2:27][CH2:28][CH2:29][N:24]2[C:23](=[O:32])[N:22]=1, predict the reaction product. The product is: [CH3:30][N:26]1[CH2:27][CH2:28][CH2:29][N:24]2[C:23](=[O:32])[N:22]=[C:21]([O:14][CH2:13][C:10]3[CH:9]=[CH:8][C:7]([O:6][C:5]4[CH:15]=[CH:16][CH:17]=[C:3]([C:2]([F:18])([F:19])[F:1])[CH:4]=4)=[CH:12][CH:11]=3)[CH:31]=[C:25]12. (2) The product is: [C:49]([N:4]1[CH2:5][CH2:6][C@H:7]([O:8][C:9]2[CH:16]=[CH:15][C:14]([C:17]3[N:22]=[C:21]([NH:23][C:24]4[CH:29]=[CH:28][C:27]([N:30]5[CH2:31][CH2:32][N:33]([CH:36]6[CH2:39][O:38][CH2:37]6)[CH2:34][CH2:35]5)=[CH:26][CH:25]=4)[N:20]=[CH:19][N:18]=3)=[CH:13][C:10]=2[C:11]#[N:12])[C@H:2]([F:1])[CH2:3]1)(=[O:51])[CH3:50]. Given the reactants [F:1][C@H:2]1[C@@H:7]([O:8][C:9]2[CH:16]=[CH:15][C:14]([C:17]3[N:22]=[C:21]([NH:23][C:24]4[CH:29]=[CH:28][C:27]([N:30]5[CH2:35][CH2:34][N:33]([CH:36]6[CH2:39][O:38][CH2:37]6)[CH2:32][CH2:31]5)=[CH:26][CH:25]=4)[N:20]=[CH:19][N:18]=3)=[CH:13][C:10]=2[C:11]#[N:12])[CH2:6][CH2:5][NH:4][CH2:3]1.C(N(CC)C(C)C)(C)C.[C:49](Cl)(=[O:51])[CH3:50], predict the reaction product. (3) Given the reactants [CH2:1]([N:8]1[CH2:13][C:12]([C:14]2[CH:19]=[CH:18][C:17]([F:20])=[CH:16][CH:15]=2)=[C:11]([C:21]([O:23]CC)=[O:22])[CH2:10][CH2:9]1)[C:2]1[CH:7]=[CH:6][CH:5]=[CH:4][CH:3]=1.[ClH:26], predict the reaction product. The product is: [ClH:26].[CH2:1]([N:8]1[CH2:13][C:12]([C:14]2[CH:15]=[CH:16][C:17]([F:20])=[CH:18][CH:19]=2)=[C:11]([C:21]([OH:23])=[O:22])[CH2:10][CH2:9]1)[C:2]1[CH:3]=[CH:4][CH:5]=[CH:6][CH:7]=1. (4) The product is: [CH2:23]([S:26]([N:1]([C:2]1[CH:7]=[C:6]([F:8])[C:5]([F:9])=[C:4]([C:10]([C:12]2[CH:13]=[C:14]3[C:19](=[CH:20][CH:21]=2)[N:18]=[CH:17][CH:16]=[CH:15]3)=[O:11])[C:3]=1[F:22])[S:26]([CH2:23][CH2:24][CH3:25])(=[O:28])=[O:27])(=[O:28])=[O:27])[CH2:24][CH3:25]. Given the reactants [NH2:1][C:2]1[C:3]([F:22])=[C:4]([C:10]([C:12]2[CH:13]=[C:14]3[C:19](=[CH:20][CH:21]=2)[N:18]=[CH:17][CH:16]=[CH:15]3)=[O:11])[C:5]([F:9])=[C:6]([F:8])[CH:7]=1.[CH2:23]([S:26](Cl)(=[O:28])=[O:27])[CH2:24][CH3:25], predict the reaction product. (5) Given the reactants [NH2:1][CH:2]1[CH:11]([OH:12])[C:10]2[C:5](=[CH:6][C:7]([C:13]3[N:17]=[C:16]([C:18]4[O:22][N:21]=[C:20]([C:23]5[CH:28]=[CH:27][CH:26]=[CH:25][CH:24]=5)[C:19]=4[C:29]([F:32])([F:31])[F:30])[O:15][N:14]=3)=[CH:8][CH:9]=2)[O:4][CH2:3]1.[CH3:33][C:34]([O:37][C:38](O[C:38]([O:37][C:34]([CH3:36])([CH3:35])[CH3:33])=[O:39])=[O:39])([CH3:36])[CH3:35].CCOC(C)=O, predict the reaction product. The product is: [C:34]([O:37][C:38](=[O:39])[NH:1][CH:2]1[CH:11]([OH:12])[C:10]2[C:5](=[CH:6][C:7]([C:13]3[N:17]=[C:16]([C:18]4[O:22][N:21]=[C:20]([C:23]5[CH:28]=[CH:27][CH:26]=[CH:25][CH:24]=5)[C:19]=4[C:29]([F:32])([F:31])[F:30])[O:15][N:14]=3)=[CH:8][CH:9]=2)[O:4][CH2:3]1)([CH3:36])([CH3:35])[CH3:33]. (6) The product is: [O:8]1[C:9]2[C:4](=[CH:3][C:2]([CH:1]=[O:15])=[CH:11][CH:10]=2)[CH:5]=[CH:6][C:7]1=[O:12]. Given the reactants [CH3:1][C:2]1[CH:3]=[C:4]2[C:9](=[CH:10][CH:11]=1)[O:8][C:7](=[O:12])[CH:6]=[CH:5]2.C(O)(=[O:15])C, predict the reaction product. (7) Given the reactants [Cl:1][CH2:2][C@@H:3]([OH:30])[CH2:4][O:5][C:6]1[CH:11]=[CH:10][C:9]([C:12]([C:15]2[CH:20]=[CH:19][C:18]([O:21][CH2:22][C@H:23]3[CH2:27][O:26][C:25]([CH3:29])([CH3:28])[O:24]3)=[CH:17][CH:16]=2)([CH3:14])[CH3:13])=[CH:8][CH:7]=1.[C:31](OC(=O)C)(=[O:33])[CH3:32], predict the reaction product. The product is: [C:31]([O:30][C@@H:3]([CH2:4][O:5][C:6]1[CH:7]=[CH:8][C:9]([C:12]([C:15]2[CH:20]=[CH:19][C:18]([O:21][CH2:22][C@H:23]3[CH2:27][O:26][C:25]([CH3:29])([CH3:28])[O:24]3)=[CH:17][CH:16]=2)([CH3:14])[CH3:13])=[CH:10][CH:11]=1)[CH2:2][Cl:1])(=[O:33])[CH3:32]. (8) Given the reactants [CH3:1][C:2]1[S:6][C:5]([C:7]2[CH:12]=[CH:11][CH:10]=[C:9]([C:13]([F:16])([F:15])[F:14])[CH:8]=2)=[N:4][C:3]=1[C:17](O)=[O:18].B.O1CCCC1.Cl, predict the reaction product. The product is: [CH3:1][C:2]1[S:6][C:5]([C:7]2[CH:12]=[CH:11][CH:10]=[C:9]([C:13]([F:16])([F:15])[F:14])[CH:8]=2)=[N:4][C:3]=1[CH2:17][OH:18]. (9) Given the reactants [CH2:1]([N:5]([CH3:24])[C:6]([C:8]1[CH:9]=[C:10]([C:21](O)=[O:22])[CH:11]=[C:12]([C:14]2[CH:19]=[CH:18][C:17]([CH3:20])=[CH:16][CH:15]=2)[CH:13]=1)=[O:7])[CH:2]([CH3:4])[CH3:3].Cl.CN(C)CCCN=C=NCC.O.ON1C2C=CC=CC=2N=N1.[F:48][C:49]([F:60])([F:59])[C:50]1[N:55]=[CH:54][C:53]([C@H:56]([NH2:58])[CH3:57])=[CH:52][CH:51]=1.C(N(CC)C(C)C)(C)C, predict the reaction product. The product is: [CH2:1]([N:5]([CH3:24])[C:6]([C:8]1[CH:13]=[C:12]([C:14]2[CH:19]=[CH:18][C:17]([CH3:20])=[CH:16][CH:15]=2)[CH:11]=[C:10]([C:21]([NH:58][C@@H:56]([C:53]2[CH:54]=[N:55][C:50]([C:49]([F:59])([F:48])[F:60])=[CH:51][CH:52]=2)[CH3:57])=[O:22])[CH:9]=1)=[O:7])[CH:2]([CH3:4])[CH3:3].